From a dataset of Catalyst prediction with 721,799 reactions and 888 catalyst types from USPTO. Predict which catalyst facilitates the given reaction. (1) Reactant: [O:1]=[C:2]1[C:6]2([CH2:11][CH2:10][N:9](C(OC(C)(C)C)=O)[CH2:8][CH2:7]2)[CH2:5][CH2:4][N:3]1[C:19]1[CH2:20][O:21][C:22](=[O:24])[CH:23]=1.FC(F)(F)C(O)=O. Product: [O:24]=[C:22]1[O:21][CH2:20][C:19]([N:3]2[CH2:4][CH2:5][C:6]3([CH2:7][CH2:8][NH:9][CH2:10][CH2:11]3)[C:2]2=[O:1])=[CH:23]1. The catalyst class is: 2. (2) Reactant: [C:1]1([S:7]([CH3:9])=O)[CH:6]=[CH:5][CH:4]=[CH:3][CH:2]=1.FC(F)(F)C(OC(=O)C(F)(F)F)=O.[NH:23]1[C:31]2[C:26](=[CH:27][CH:28]=[CH:29][N:30]=2)C=[CH:24]1.C(N(CC)CC)C. Product: [C:1]1([S:7][C:9]2[C:26]3[C:31](=[N:30][CH:29]=[CH:28][CH:27]=3)[NH:23][CH:24]=2)[CH:6]=[CH:5][CH:4]=[CH:3][CH:2]=1. The catalyst class is: 2. (3) Reactant: [I:1][C:2]1[CH:7]=[CH:6][C:5]([C@H:8]2[CH2:13][CH2:12][O:11][CH2:10][C@H:9]2[NH2:14])=[CH:4][CH:3]=1.N12CCCN=C1CCCCC2.[CH3:26][CH:27]([S:29](Cl)(=[O:31])=[O:30])[CH3:28]. Product: [I:1][C:2]1[CH:7]=[CH:6][C:5]([C@H:8]2[CH2:13][CH2:12][O:11][CH2:10][C@H:9]2[NH:14][S:29]([CH:27]([CH3:28])[CH3:26])(=[O:31])=[O:30])=[CH:4][CH:3]=1. The catalyst class is: 2. (4) Reactant: C(O[C:6]([NH:8][CH2:9][CH2:10][N:11]([CH2:17][C:18]1[CH:19]=[C:20]2[C:24](=[CH:25][CH:26]=1)[N:23](C(OC(C)(C)C)=O)[C:22]([C:34]1[C:35](=[O:44])[NH:36][C:37]3[C:42]([CH:43]=1)=[CH:41][CH:40]=[CH:39][CH:38]=3)=[CH:21]2)[S:12]([CH:15]=C)(=[O:14])=[O:13])=O)(C)(C)C.O.CSC.FC(F)(F)C(O)=O. Product: [O:13]=[S:12]1(=[O:14])[CH2:15][CH2:6][NH:8][CH2:9][CH2:10][N:11]1[CH2:17][C:18]1[CH:19]=[C:20]2[C:24](=[CH:25][CH:26]=1)[NH:23][C:22]([C:34]1[C:35](=[O:44])[NH:36][C:37]3[C:42]([CH:43]=1)=[CH:41][CH:40]=[CH:39][CH:38]=3)=[CH:21]2. The catalyst class is: 4. (5) Reactant: [F:1][C:2]1[CH:30]=[CH:29][C:5]([CH2:6][N:7]2[C:15]3[C:10](=[CH:11][CH:12]=[CH:13][CH:14]=3)[C:9]3[CH2:16][C@@H:17]([CH2:27][OH:28])[N:18]([C:20]([O:22]C(C)(C)C)=O)[CH2:19][C:8]2=3)=[CH:4][CH:3]=1.O(C#[N:34])[K].[ClH:35]. Product: [Cl:35][C:13]1[CH:12]=[CH:11][C:10]2[C:9]3[CH2:16][C@H:17]4[C:27](=[O:28])[NH:34][C:20](=[O:22])[N:18]4[CH2:19][C:8]=3[N:7]([CH2:6][C:5]3[CH:29]=[CH:30][C:2]([F:1])=[CH:3][CH:4]=3)[C:15]=2[CH:14]=1. The catalyst class is: 20. (6) Reactant: [NH2:1][C:2]1[CH:3]=[C:4]([C:16]#[N:17])[CH:5]=[C:6]([C:8]2[CH:13]=[CH:12][C:11]([F:14])=[CH:10][C:9]=2[F:15])[CH:7]=1.Cl.[CH3:19][S:20]([NH:23][C:24]1[CH:32]=[C:31]2[C:27]([CH:28]=[C:29]([C:33](O)=[O:34])[NH:30]2)=[CH:26][CH:25]=1)(=[O:22])=[O:21].CN(C(ON1N=NC2C=CC=NC1=2)=[N+](C)C)C.F[P-](F)(F)(F)(F)F.CCN(C(C)C)C(C)C. Product: [C:16]([C:4]1[CH:3]=[C:2]([NH:1][C:33]([C:29]2[NH:30][C:31]3[C:27]([CH:28]=2)=[CH:26][CH:25]=[C:24]([NH:23][S:20]([CH3:19])(=[O:22])=[O:21])[CH:32]=3)=[O:34])[CH:7]=[C:6]([C:8]2[CH:13]=[CH:12][C:11]([F:14])=[CH:10][C:9]=2[F:15])[CH:5]=1)#[N:17]. The catalyst class is: 3.